This data is from NCI-60 drug combinations with 297,098 pairs across 59 cell lines. The task is: Regression. Given two drug SMILES strings and cell line genomic features, predict the synergy score measuring deviation from expected non-interaction effect. Drug 1: C1CN(CCN1C(=O)CCBr)C(=O)CCBr. Drug 2: C1CC(=O)NC(=O)C1N2C(=O)C3=CC=CC=C3C2=O. Cell line: A498. Synergy scores: CSS=17.8, Synergy_ZIP=-1.57, Synergy_Bliss=-2.53, Synergy_Loewe=-1.21, Synergy_HSA=-0.105.